This data is from Full USPTO retrosynthesis dataset with 1.9M reactions from patents (1976-2016). The task is: Predict the reactants needed to synthesize the given product. (1) Given the product [Cl:18][C:19]1[CH:20]=[C:21]([C:25]2[N:26]=[C:27]([N:33]3[C:37]4[CH:38]=[C:39]([O:42][CH:1]5[CH2:6][CH2:5][CH2:4][CH2:3][CH2:2]5)[CH:40]=[CH:41][C:36]=4[N:35]=[CH:34]3)[S:28][C:29]=2[C:30]([NH2:32])=[O:31])[CH:22]=[CH:23][CH:24]=1, predict the reactants needed to synthesize it. The reactants are: [CH:1]1(OS(C2C=CC(C)=CC=2)(=O)=O)[CH2:6][CH2:5][CH2:4][CH2:3][CH2:2]1.[Cl:18][C:19]1[CH:20]=[C:21]([C:25]2[N:26]=[C:27]([N:33]3[C:37]4[CH:38]=[C:39]([OH:42])[CH:40]=[CH:41][C:36]=4[N:35]=[CH:34]3)[S:28][C:29]=2[C:30]([NH2:32])=[O:31])[CH:22]=[CH:23][CH:24]=1.C(=O)([O-])[O-].[Cs+].[Cs+]. (2) Given the product [CH2:1]([N:7]1[CH:11]=[C:10]([C:12]([OH:14])=[O:13])[N:9]=[N:8]1)[CH2:2][CH2:3][CH2:4][C:5]#[CH:6], predict the reactants needed to synthesize it. The reactants are: [CH2:1]([N:7]1[CH:11]=[C:10]([C:12]([O:14]C)=[O:13])[N:9]=[N:8]1)[CH2:2][CH2:3][CH2:4][C:5]#[CH:6].O[Li].O. (3) Given the product [NH2:17][CH2:16][C:13]1[CH:12]=[C:11]([C:18]([O:20][CH3:21])=[O:19])[C:10]([C:7]2[CH:8]=[CH:9][C:4]([Cl:3])=[CH:5][CH:6]=2)=[CH:15][CH:14]=1, predict the reactants needed to synthesize it. The reactants are: [BH4-].[Na+].[Cl:3][C:4]1[CH:9]=[CH:8][C:7]([C:10]2[C:11]([C:18]([O:20][CH3:21])=[O:19])=[CH:12][C:13]([C:16]#[N:17])=[CH:14][CH:15]=2)=[CH:6][CH:5]=1. (4) Given the product [F:38][C:39]1[CH:44]=[CH:43][C:42]([NH:45][C:46]2[CH:51]=[CH:50][C:49]([O:52][CH2:53][CH2:54][N:55]3[CH2:56][CH2:57][CH2:58][CH2:59][CH2:60]3)=[C:48]([F:61])[CH:47]=2)=[C:41]([C:62]2[CH:63]=[C:64]3[C:69](=[CH:70][CH:71]=2)[CH:68]=[C:67]([OH:72])[CH:66]=[CH:65]3)[CH:40]=1, predict the reactants needed to synthesize it. The reactants are: FC1C=CC(N)=C(C2C=CC3C(=CC=C(OC)C=3)C=2)C=1.BrC1C=CC(OCCN2CCCCC2)=C(F)C=1.[F:38][C:39]1[CH:44]=[CH:43][C:42]([NH:45][C:46]2[CH:51]=[CH:50][C:49]([O:52][CH2:53][CH2:54][N:55]3[CH2:60][CH2:59][CH2:58][CH2:57][CH2:56]3)=[C:48]([F:61])[CH:47]=2)=[C:41]([C:62]2[CH:71]=[CH:70][C:69]3[C:64](=[CH:65][CH:66]=[C:67]([O:72]C)[CH:68]=3)[CH:63]=2)[CH:40]=1.